This data is from Catalyst prediction with 721,799 reactions and 888 catalyst types from USPTO. The task is: Predict which catalyst facilitates the given reaction. (1) Reactant: [O:1]1[CH2:6][CH2:5][N:4]([S:7]([C:10]2[CH:11]=[C:12]([CH:17]=[CH:18][CH:19]=2)[C:13](OC)=[O:14])(=[O:9])=[O:8])[CH2:3][CH2:2]1.[NH2:20][NH2:21]. Product: [O:1]1[CH2:6][CH2:5][N:4]([S:7]([C:10]2[CH:11]=[C:12]([CH:17]=[CH:18][CH:19]=2)[C:13]([NH:20][NH2:21])=[O:14])(=[O:9])=[O:8])[CH2:3][CH2:2]1. The catalyst class is: 5. (2) Reactant: [CH3:1][N+:2]1([CH3:26])[C@@H:7]2[C@@H:8]3[O:10][C@@H:9]3[C@H:3]1[CH2:4][C@@H:5]([O:11][C:12]([C:14]([OH:25])([C:20]1[S:24][CH:23]=[CH:22][CH:21]=1)[C:15]1[S:19][CH:18]=[CH:17][CH:16]=1)=[O:13])[CH2:6]2.O.[Br-:28].[NH2:29][C@H:30]([C:35]([OH:37])=[O:36])[CH2:31][CH:32]([CH3:34])[CH3:33].CO. Product: [CH3:1][N+:2]1([CH3:26])[C@@H:3]2[C@@H:9]3[O:10][C@@H:8]3[C@H:7]1[CH2:6][C@@H:5]([O:11][C:12]([C:14]([OH:25])([C:15]1[S:19][CH:18]=[CH:17][CH:16]=1)[C:20]1[S:24][CH:23]=[CH:22][CH:21]=1)=[O:13])[CH2:4]2.[OH2:36].[Br-:28].[NH2:29][C@H:30]([C:35]([OH:37])=[O:36])[CH2:31][CH:32]([CH3:34])[CH3:33]. The catalyst class is: 6. (3) Reactant: [C:1]([NH:5][C:6]([NH:8][CH2:9][CH2:10]Cl)=[O:7])([CH3:4])([CH3:3])[CH3:2].[H-].[Na+]. The catalyst class is: 1. Product: [C:1]([N:5]1[CH2:10][CH2:9][NH:8][C:6]1=[O:7])([CH3:4])([CH3:3])[CH3:2]. (4) Reactant: [CH3:1][C:2]1[CH:6]=[C:5]([N:7]2[CH2:11][CH2:10][N:9]([CH2:12][C:13]3[CH:18]=[CH:17][C:16]([C:19]([F:22])([F:21])[F:20])=[CH:15][CH:14]=3)[C:8]2=[O:23])[S:4][C:3]=1[C:24](O)=[O:25].ON1C2C=CC=CC=2N=N1.Cl.C(N=C=NCCCN(C)C)C.C(N(CC)C(C)C)(C)C.[NH2:58][CH2:59][C:60]1[CH:61]=[N:62][CH:63]=[CH:64][CH:65]=1. Product: [CH3:1][C:2]1[CH:6]=[C:5]([N:7]2[CH2:11][CH2:10][N:9]([CH2:12][C:13]3[CH:18]=[CH:17][C:16]([C:19]([F:21])([F:20])[F:22])=[CH:15][CH:14]=3)[C:8]2=[O:23])[S:4][C:3]=1[C:24]([NH:58][CH2:59][C:60]1[CH:61]=[N:62][CH:63]=[CH:64][CH:65]=1)=[O:25]. The catalyst class is: 42. (5) Reactant: Cl.[NH:2]1[CH2:7][CH2:6][CH:5]([C:8]2[C:16]3[C:11](=[C:12]([C:22]([NH2:24])=[O:23])[CH:13]=[C:14]([C:17]4[S:18][CH:19]=[CH:20][CH:21]=4)[CH:15]=3)[NH:10][N:9]=2)[CH2:4][CH2:3]1.[Cl:25][CH2:26][CH2:27][CH2:28][S:29](Cl)(=[O:31])=[O:30]. Product: [Cl:25][CH2:26][CH2:27][CH2:28][S:29]([N:2]1[CH2:7][CH2:6][CH:5]([C:8]2[C:16]3[C:11](=[C:12]([C:22]([NH2:24])=[O:23])[CH:13]=[C:14]([C:17]4[S:18][CH:19]=[CH:20][CH:21]=4)[CH:15]=3)[NH:10][N:9]=2)[CH2:4][CH2:3]1)(=[O:31])=[O:30]. The catalyst class is: 3. (6) Reactant: [CH3:1][NH:2][CH2:3][CH:4]([C:6]1[N:11]=[CH:10][CH:9]=[CH:8][N:7]=1)[OH:5].[Cl:12][C:13]1[CH:35]=[CH:34][C:16]([CH2:17][NH:18][C:19]([C:21]2[C:22](=[O:33])[C:23]3[CH:30]=[C:29]([CH2:31]Cl)[S:28][C:24]=3[N:25]([CH3:27])[CH:26]=2)=[O:20])=[CH:15][CH:14]=1.C(N(CC)C(C)C)(C)C. Product: [Cl:12][C:13]1[CH:35]=[CH:34][C:16]([CH2:17][NH:18][C:19]([C:21]2[C:22](=[O:33])[C:23]3[CH:30]=[C:29]([CH2:31][N:2]([CH2:3][CH:4]([OH:5])[C:6]4[N:7]=[CH:8][CH:9]=[CH:10][N:11]=4)[CH3:1])[S:28][C:24]=3[N:25]([CH3:27])[CH:26]=2)=[O:20])=[CH:15][CH:14]=1. The catalyst class is: 3. (7) Reactant: [Br:1][C:2]1[CH:24]=[C:5]2[N:6]=[C:7]([CH3:23])[C:8]([CH2:18][C:19]([O:21][CH3:22])=[O:20])=[C:9]([N:10]3[CH2:15][CH2:14][C:13]([CH3:17])([CH3:16])[CH2:12][CH2:11]3)[N:4]2[N:3]=1.CC([OH:28])C.C(=O)=O.C[Si]([N-][Si](C)(C)C)(C)C.[K+].C1(C2ON2S(C2C=CC=CC=2)(=O)=O)C=CC=CC=1. Product: [Br:1][C:2]1[CH:24]=[C:5]2[N:6]=[C:7]([CH3:23])[C:8]([CH:18]([OH:28])[C:19]([O:21][CH3:22])=[O:20])=[C:9]([N:10]3[CH2:15][CH2:14][C:13]([CH3:17])([CH3:16])[CH2:12][CH2:11]3)[N:4]2[N:3]=1. The catalyst class is: 1. (8) Reactant: [CH2:1]([NH:9][C:10](=[O:31])[C:11]1[CH:16]=[C:15]([CH2:17][C:18]2[C:23]([CH3:24])=[CH:22][C:21](O)=[CH:20][C:19]=2[CH3:26])[CH:14]=[CH:13][C:12]=1[O:27][CH2:28][O:29][CH3:30])[CH2:2][C:3]1[CH:8]=[CH:7][CH:6]=[CH:5][CH:4]=1. Product: [CH3:24][C:23]1[CH:22]=[C:21]([CH:20]=[C:19]([CH3:26])[C:18]=1[CH2:17][C:15]1[CH:14]=[CH:13][C:12]([O:27][CH2:28][O:29][CH3:30])=[C:11]([C:10](=[O:31])[NH:9][CH2:1][CH2:2][C:3]2[CH:8]=[CH:7][CH:6]=[CH:5][CH:4]=2)[CH:16]=1)[C:28]([O:27][CH3:12])=[O:29]. The catalyst class is: 13. (9) Reactant: [CH3:1][N:2]1[C:6]([O:7][CH2:8][C:9]([F:12])([F:11])[F:10])=[C:5]([CH2:13]O)[C:4]([C:15]([F:18])([F:17])[F:16])=[N:3]1.S(Cl)([Cl:21])=O. Product: [Cl:21][CH2:13][C:5]1[C:4]([C:15]([F:18])([F:17])[F:16])=[N:3][N:2]([CH3:1])[C:6]=1[O:7][CH2:8][C:9]([F:12])([F:11])[F:10]. The catalyst class is: 4. (10) Reactant: [C:1]1([CH2:11][N:12]2[CH2:17][CH2:16][CH:15]([CH2:18][N:19]([CH2:39][O:40][CH2:41][CH2:42][Si:43]([CH3:46])([CH3:45])[CH3:44])[C:20]3[N:24]([CH2:25][O:26][CH2:27][CH2:28][Si:29]([CH3:32])([CH3:31])[CH3:30])[C:23]4[CH:33]=[CH:34][C:35]([CH2:37][OH:38])=[CH:36][C:22]=4[N:21]=3)[CH2:14][CH2:13]2)[C:10]2[C:5](=[CH:6][CH:7]=[CH:8][CH:9]=2)[CH:4]=[CH:3][CH:2]=1.OI1(=O)C2C=CC=CC=2C(=O)O1.C(OCC)(=O)C. Product: [C:1]1([CH2:11][N:12]2[CH2:13][CH2:14][CH:15]([CH2:18][N:19]([CH2:39][O:40][CH2:41][CH2:42][Si:43]([CH3:46])([CH3:45])[CH3:44])[C:20]3[N:24]([CH2:25][O:26][CH2:27][CH2:28][Si:29]([CH3:30])([CH3:31])[CH3:32])[C:23]4[CH:33]=[CH:34][C:35]([CH:37]=[O:38])=[CH:36][C:22]=4[N:21]=3)[CH2:16][CH2:17]2)[C:10]2[C:5](=[CH:6][CH:7]=[CH:8][CH:9]=2)[CH:4]=[CH:3][CH:2]=1. The catalyst class is: 16.